Dataset: Forward reaction prediction with 1.9M reactions from USPTO patents (1976-2016). Task: Predict the product of the given reaction. (1) Given the reactants [CH2:1]([O:8][C:9]([NH:11][C@@H:12]([CH:21]([CH3:23])[CH3:22])[CH:13]([OH:20])[CH2:14][C:15]([O:17][CH2:18][CH3:19])=[O:16])=[O:10])[C:2]1[CH:7]=[CH:6][CH:5]=[CH:4][CH:3]=1.N1C(C)=CC=CC=1C.[CH3:32][C:33]([Si:36](OS(C(F)(F)F)(=O)=O)([CH3:38])[CH3:37])([CH3:35])[CH3:34], predict the reaction product. The product is: [CH2:1]([O:8][C:9]([NH:11][C@@H:12]([CH:21]([CH3:22])[CH3:23])[CH:13]([O:20][Si:36]([C:33]([CH3:35])([CH3:34])[CH3:32])([CH3:38])[CH3:37])[CH2:14][C:15]([O:17][CH2:18][CH3:19])=[O:16])=[O:10])[C:2]1[CH:3]=[CH:4][CH:5]=[CH:6][CH:7]=1. (2) Given the reactants [Br:1][C:2]1[CH:3]=[C:4]([C:8]([C:10]2[CH:15]=[CH:14][C:13](O)=[CH:12][CH:11]=2)=[CH2:9])[CH:5]=[CH:6][CH:7]=1.[C:17](=[O:20])([O-])[O-].[Cs+].[Cs+].Br[CH2:24][CH2:25][O:26]C, predict the reaction product. The product is: [Br:1][C:2]1[CH:3]=[C:4]([C:8]([C:10]2[CH:15]=[CH:14][CH:13]=[CH:12][C:11]=2[O:26][CH2:25][CH2:24][O:20][CH3:17])=[CH2:9])[CH:5]=[CH:6][CH:7]=1. (3) The product is: [F:14][C:5]1[CH:4]=[CH:3][C:2]([C:20]2[N:24]3[CH:25]=[CH:26][C:27]([C:29]([F:30])([F:31])[F:32])=[N:28][C:23]3=[N:22][CH:21]=2)=[CH:7][C:6]=1[C:8]1[CH:13]=[N:12][CH:11]=[CH:10][N:9]=1. Given the reactants Br[C:2]1[CH:3]=[CH:4][C:5]([F:14])=[C:6]([C:8]2[CH:13]=[N:12][CH:11]=[CH:10][N:9]=2)[CH:7]=1.C([Sn](CCCC)(CCCC)[C:20]1[N:24]2[CH:25]=[CH:26][C:27]([C:29]([F:32])([F:31])[F:30])=[N:28][C:23]2=[N:22][CH:21]=1)CCC, predict the reaction product. (4) Given the reactants Cl[C:2]1[C:7]([C:8]#[N:9])=[CH:6][N:5]=[C:4]2[S:10][C:11]([I:13])=[CH:12][C:3]=12.[NH2:14][C:15]1[CH:16]=[CH:17][CH:18]=[C:19]2[C:23]=1[NH:22][CH:21]=[CH:20]2, predict the reaction product. The product is: [NH:22]1[C:23]2[C:19](=[CH:18][CH:17]=[CH:16][C:15]=2[NH:14][C:2]2[C:7]([C:8]#[N:9])=[CH:6][N:5]=[C:4]3[S:10][C:11]([I:13])=[CH:12][C:3]=23)[CH:20]=[CH:21]1. (5) Given the reactants [Br:1][C:2]1[CH:3]=[C:4]([CH2:9]Br)[C:5]([Cl:8])=[N:6][CH:7]=1.[Cl:11][C:12]1[CH:17]=[CH:16][C:15]([NH:18][C:19](=[O:21])[CH3:20])=[C:14]([CH:22]=[CH2:23])[CH:13]=1.ClC1C(CN(C2C=CC=CC=2C=C)C(=O)C)=CC(F)=C(Cl)N=1, predict the reaction product. The product is: [Br:1][C:2]1[CH:3]=[C:4]([CH2:9][N:18]([C:15]2[CH:16]=[CH:17][C:12]([Cl:11])=[CH:13][C:14]=2[CH:22]=[CH2:23])[C:19](=[O:21])[CH3:20])[C:5]([Cl:8])=[N:6][CH:7]=1.